This data is from NCI-60 drug combinations with 297,098 pairs across 59 cell lines. The task is: Regression. Given two drug SMILES strings and cell line genomic features, predict the synergy score measuring deviation from expected non-interaction effect. (1) Drug 1: C1CN1C2=NC(=NC(=N2)N3CC3)N4CC4. Drug 2: CC1C(C(CC(O1)OC2CC(CC3=C2C(=C4C(=C3O)C(=O)C5=C(C4=O)C(=CC=C5)OC)O)(C(=O)C)O)N)O.Cl. Cell line: SK-OV-3. Synergy scores: CSS=30.0, Synergy_ZIP=-5.79, Synergy_Bliss=-0.245, Synergy_Loewe=-2.66, Synergy_HSA=2.12. (2) Drug 1: COC1=C(C=C2C(=C1)N=CN=C2NC3=CC(=C(C=C3)F)Cl)OCCCN4CCOCC4. Drug 2: C1=CC(=CC=C1CCCC(=O)O)N(CCCl)CCCl. Cell line: HOP-92. Synergy scores: CSS=43.8, Synergy_ZIP=-10.6, Synergy_Bliss=-0.770, Synergy_Loewe=5.16, Synergy_HSA=6.51. (3) Drug 1: COC1=C(C=C2C(=C1)N=CN=C2NC3=CC(=C(C=C3)F)Cl)OCCCN4CCOCC4. Drug 2: CN(C)C1=NC(=NC(=N1)N(C)C)N(C)C. Cell line: OVCAR-5. Synergy scores: CSS=39.9, Synergy_ZIP=0.471, Synergy_Bliss=-0.769, Synergy_Loewe=-43.2, Synergy_HSA=-3.38. (4) Synergy scores: CSS=54.4, Synergy_ZIP=4.04, Synergy_Bliss=4.88, Synergy_Loewe=5.30, Synergy_HSA=7.02. Drug 1: C1CN1P(=S)(N2CC2)N3CC3. Drug 2: C1=CC=C(C=C1)NC(=O)CCCCCCC(=O)NO. Cell line: ACHN. (5) Drug 1: CC12CCC(CC1=CCC3C2CCC4(C3CC=C4C5=CN=CC=C5)C)O. Drug 2: CC1=C(N=C(N=C1N)C(CC(=O)N)NCC(C(=O)N)N)C(=O)NC(C(C2=CN=CN2)OC3C(C(C(C(O3)CO)O)O)OC4C(C(C(C(O4)CO)O)OC(=O)N)O)C(=O)NC(C)C(C(C)C(=O)NC(C(C)O)C(=O)NCCC5=NC(=CS5)C6=NC(=CS6)C(=O)NCCC[S+](C)C)O. Cell line: OVCAR3. Synergy scores: CSS=11.1, Synergy_ZIP=-5.41, Synergy_Bliss=-4.20, Synergy_Loewe=-9.25, Synergy_HSA=-3.13. (6) Synergy scores: CSS=55.5, Synergy_ZIP=-2.83, Synergy_Bliss=-0.790, Synergy_Loewe=0.208, Synergy_HSA=4.48. Drug 1: C(CCl)NC(=O)N(CCCl)N=O. Cell line: OVCAR-5. Drug 2: N.N.Cl[Pt+2]Cl. (7) Drug 1: CC1C(C(CC(O1)OC2CC(CC3=C2C(=C4C(=C3O)C(=O)C5=C(C4=O)C(=CC=C5)OC)O)(C(=O)CO)O)N)O.Cl. Drug 2: C1CCC(C(C1)N)N.C(=O)(C(=O)[O-])[O-].[Pt+4]. Cell line: HOP-62. Synergy scores: CSS=8.65, Synergy_ZIP=-6.65, Synergy_Bliss=1.46, Synergy_Loewe=-8.24, Synergy_HSA=-3.23. (8) Drug 1: C1CCN(CC1)CCOC2=CC=C(C=C2)C(=O)C3=C(SC4=C3C=CC(=C4)O)C5=CC=C(C=C5)O. Drug 2: CCC(=C(C1=CC=CC=C1)C2=CC=C(C=C2)OCCN(C)C)C3=CC=CC=C3.C(C(=O)O)C(CC(=O)O)(C(=O)O)O. Cell line: A549. Synergy scores: CSS=3.66, Synergy_ZIP=-0.853, Synergy_Bliss=0.254, Synergy_Loewe=-1.09, Synergy_HSA=-1.55.